From a dataset of Reaction yield outcomes from USPTO patents with 853,638 reactions. Predict the reaction yield, written as a fraction of the theoretical maximum amount of product (1.0 means a 100% yield; for example, 0.34 means a 34% yield). The reactants are [F:1][C:2]1([F:43])[CH2:7][C@H:6]([O:8][C:9]2[CH:14]=[CH:13][C:12]([S:15]([N:18](CC3C=CC(OC)=CC=3OC)[C:19]3[CH:24]=[CH:23][N:22]=[CH:21][N:20]=3)(=[O:17])=[O:16])=[C:11]([F:36])[CH:10]=2)[C@@H:5]([C:37]2[N:41]([CH3:42])[N:40]=[CH:39][CH:38]=2)[CH2:4][CH2:3]1.C([SiH](CC)CC)C.FC(F)(F)C(O)=O. The catalyst is ClCCl. The product is [F:43][C:2]1([F:1])[CH2:7][C@H:6]([O:8][C:9]2[CH:14]=[CH:13][C:12]([S:15]([NH:18][C:19]3[CH:24]=[CH:23][N:22]=[CH:21][N:20]=3)(=[O:16])=[O:17])=[C:11]([F:36])[CH:10]=2)[C@@H:5]([C:37]2[N:41]([CH3:42])[N:40]=[CH:39][CH:38]=2)[CH2:4][CH2:3]1. The yield is 0.730.